This data is from Experimentally validated miRNA-target interactions with 360,000+ pairs, plus equal number of negative samples. The task is: Binary Classification. Given a miRNA mature sequence and a target amino acid sequence, predict their likelihood of interaction. (1) Result: 0 (no interaction). The protein sequence of the target gene is MNCKEGTDSSCGCRGNDEKKMLKCVVVGDGAVGKTCLLMSYANDAFPEEYVPTVFDHYAVTVTVGGKQHLLGLYDTAGQEDYNQLRPLSYPNTDVFLICFSVVNPASYHNVQEEWVPELKDCMPHVPYVLIGTQIDLRDDPKTLARLLYMKEKPLTYEHGVKLAKAIGAQCYLECSALTQKGLKAVFDEAILTIFHPKKKKKRCSEGHSCCSII. The miRNA is hsa-miR-660-3p with sequence ACCUCCUGUGUGCAUGGAUUA. (2) The miRNA is hsa-miR-4523 with sequence GACCGAGAGGGCCUCGGCUGU. The protein sequence of the target gene is MKAAVDLKPTLTIIKTEKVDLELFPSPDMECADVPLLTPSSKEMMSQALKATFSGFTKEQQRLGIPKDPRQWTETHVRDWVMWAVNEFSLKGVDFQKFCMNGAALCALGKECFLELAPDFVGDILWEHLEILQKEDVKPYQVNGVNPTYPESRYTSDYFISYGIEHAQCVPPSEFSEPSFITESYQTLHPISSEELLSLKYENDYPSVILRDPLQTDTLQTDYFAIKQEVLTPDNMCMGRASRGKLGGQDSFESIESYDSCDRLTQSWSSQSSFNSLQRVPSYDSFDSEDYPAALPNHKP.... Result: 0 (no interaction).